Dataset: Kir2.1 potassium channel HTS with 301,493 compounds. Task: Binary Classification. Given a drug SMILES string, predict its activity (active/inactive) in a high-throughput screening assay against a specified biological target. (1) The compound is S(=O)(=O)(N1CC(CCC1)C(=O)NCc1sccc1)c1[nH]cnc1. The result is 0 (inactive). (2) The result is 0 (inactive). The drug is S(=O)(=O)(N1CCOCC1)c1cc(/C=C\C(=O)N2CCN(CC2)c2ccccc2)ccc1OC. (3) The molecule is S(Cc1nc2n(c(cc(n2)C)C)c1)c1n(nnn1)c1ccccc1. The result is 0 (inactive). (4) The molecule is O=C(NCCCNC(=O)c1ccc(nc1)C)c1c(cccc1)C. The result is 0 (inactive). (5) The drug is S(Cc1c2OCOCc2cc(c1)C(OCC)=O)c1n(Cc2occc2)c(=O)c2c(n1)cccc2. The result is 0 (inactive). (6) The compound is s1c(NC(=O)COc2ccc(cc2)c2ocnn2)c(cc1)C#N. The result is 0 (inactive). (7) The drug is S(c1n(CC)c(nn1)c1occc1)C(C)C(=O)Nc1sc(nn1)C. The result is 0 (inactive).